Predict which catalyst facilitates the given reaction. From a dataset of Catalyst prediction with 721,799 reactions and 888 catalyst types from USPTO. (1) Reactant: [NH2:1][C:2]1[CH:10]=[CH:9][C:5]([C:6]([OH:8])=[O:7])=[C:4]([O:11][CH3:12])[CH:3]=1.[O:13]([C:20]1[CH:25]=[CH:24][C:23]([N:26]=[C:27]=[O:28])=[CH:22][CH:21]=1)[C:14]1[CH:19]=[CH:18][CH:17]=[CH:16][CH:15]=1. Product: [CH3:12][O:11][C:4]1[CH:3]=[C:2]([NH:1][C:27]([NH:26][C:23]2[CH:24]=[CH:25][C:20]([O:13][C:14]3[CH:15]=[CH:16][CH:17]=[CH:18][CH:19]=3)=[CH:21][CH:22]=2)=[O:28])[CH:10]=[CH:9][C:5]=1[C:6]([OH:8])=[O:7]. The catalyst class is: 4. (2) Reactant: Br[C:2]1[CH:3]=[C:4]([NH:10][C:11]2[CH:24]=[C:14]3[CH2:15][N:16]([CH2:19][CH2:20][CH2:21][O:22][CH3:23])[CH2:17][CH2:18][N:13]3[N:12]=2)[C:5](=[O:9])[N:6]([CH3:8])[CH:7]=1.[C:25]([O:28][CH2:29][C:30]1[C:31]([N:45]2[CH2:56][CH2:55][N:54]3[C:47](=[CH:48][C:49]4[CH2:50][C:51]([CH3:58])([CH3:57])[CH2:52][C:53]=43)[C:46]2=[O:59])=[N:32][CH:33]=[CH:34][C:35]=1B1OC(C)(C)C(C)(C)O1)(=[O:27])[CH3:26].[O-]P([O-])([O-])=O.[K+].[K+].[K+].O.C([O-])(=O)C.[Na+]. Product: [C:25]([O:28][CH2:29][C:30]1[C:31]([N:45]2[CH2:56][CH2:55][N:54]3[C:47](=[CH:48][C:49]4[CH2:50][C:51]([CH3:58])([CH3:57])[CH2:52][C:53]=43)[C:46]2=[O:59])=[N:32][CH:33]=[CH:34][C:35]=1[C:2]1[CH:3]=[C:4]([NH:10][C:11]2[CH:24]=[C:14]3[CH2:15][N:16]([CH2:19][CH2:20][CH2:21][O:22][CH3:23])[CH2:17][CH2:18][N:13]3[N:12]=2)[C:5](=[O:9])[N:6]([CH3:8])[CH:7]=1)(=[O:27])[CH3:26]. The catalyst class is: 543. (3) Reactant: [Cl:1][C:2]1[CH:3]=[C:4]([CH:13]=[CH:14][CH:15]=1)[NH:5][CH2:6][C:7]1[S:11][CH:10]=[N:9][C:8]=1[CH3:12].[I-].[K+].Br[CH2:19][C:20]1[C:29]2[C:24](=[C:25]([F:30])[CH:26]=[CH:27][CH:28]=2)[NH:23][C:22](=[O:31])[CH:21]=1.O. Product: [Cl:1][C:2]1[CH:3]=[C:4]([N:5]([CH2:19][C:20]2[C:29]3[C:24](=[C:25]([F:30])[CH:26]=[CH:27][CH:28]=3)[NH:23][C:22](=[O:31])[CH:21]=2)[CH2:6][C:7]2[S:11][CH:10]=[N:9][C:8]=2[CH3:12])[CH:13]=[CH:14][CH:15]=1. The catalyst class is: 16. (4) Reactant: Cl[C:2]1[C:7]2=[CH:8][C:9]([C:11]3[CH:16]=[CH:15][N:14]=[C:13]([N:17]4[CH2:22][CH2:21][O:20][CH2:19][CH2:18]4)[CH:12]=3)=[CH:10][N:6]2[N:5]=[CH:4][N:3]=1.[F:23][C:24]1[CH:29]=[C:28]([N+:30]([O-:32])=[O:31])[CH:27]=[CH:26][C:25]=1[OH:33].C1N2CCN(CC2)C1. Product: [F:23][C:24]1[CH:29]=[C:28]([N+:30]([O-:32])=[O:31])[CH:27]=[CH:26][C:25]=1[O:33][C:2]1[C:7]2=[CH:8][C:9]([C:11]3[CH:16]=[CH:15][N:14]=[C:13]([N:17]4[CH2:22][CH2:21][O:20][CH2:19][CH2:18]4)[CH:12]=3)=[CH:10][N:6]2[N:5]=[CH:4][N:3]=1. The catalyst class is: 23. (5) Reactant: [CH3:1][O:2][C:3]1[CH:8]=[CH:7][C:6]([N:9]([CH:45]([C:52]2[CH:57]=[CH:56][CH:55]=[CH:54][CH:53]=2)[C:46]2[CH:51]=[CH:50][CH:49]=[CH:48][CH:47]=2)[C:10]2[C:11]3[CH:18]=[CH:17][N:16]([C@@H:19]4[O:34][C@H:33]([CH2:35][O:36][Si](C(C)(C)C)(C)C)[C@@H:22]([O:23][C:24](=[O:32])[CH2:25][CH2:26][CH2:27][CH2:28][CH2:29][CH2:30][CH3:31])[C@@:20]4([CH3:44])[OH:21])[C:12]=3[N:13]=[CH:14][N:15]=2)=[CH:5][CH:4]=1.C(N(CC)CC)C.F.F.F.C(N(CC)CC)C. Product: [CH3:1][O:2][C:3]1[CH:8]=[CH:7][C:6]([N:9]([CH:45]([C:46]2[CH:47]=[CH:48][CH:49]=[CH:50][CH:51]=2)[C:52]2[CH:57]=[CH:56][CH:55]=[CH:54][CH:53]=2)[C:10]2[C:11]3[CH:18]=[CH:17][N:16]([C@@H:19]4[O:34][C@H:33]([CH2:35][OH:36])[C@@H:22]([O:23][C:24](=[O:32])[CH2:25][CH2:26][CH2:27][CH2:28][CH2:29][CH2:30][CH3:31])[C@@:20]4([CH3:44])[OH:21])[C:12]=3[N:13]=[CH:14][N:15]=2)=[CH:5][CH:4]=1. The catalyst class is: 13.